This data is from Full USPTO retrosynthesis dataset with 1.9M reactions from patents (1976-2016). The task is: Predict the reactants needed to synthesize the given product. (1) Given the product [C:1]12([NH:11][CH2:15][C:14]3[CH:17]=[CH:18][CH:19]=[CH:20][C:13]=3[OH:12])[CH2:8][CH:7]3[CH2:6][CH:5]([CH2:4][CH:3]([CH2:9]3)[CH2:2]1)[CH2:10]2, predict the reactants needed to synthesize it. The reactants are: [C:1]12([NH2:11])[CH2:10][CH:5]3[CH2:6][CH:7]([CH2:9][CH:3]([CH2:4]3)[CH2:2]1)[CH2:8]2.[OH:12][C:13]1[CH:20]=[CH:19][CH:18]=[CH:17][C:14]=1[CH:15]=O. (2) Given the product [O:7]=[C:4]1[O:5][CH2:6][C:2]([N:24]2[CH2:25][CH2:26][CH2:27][C:22]3([CH2:17][CH2:18][N:19]([C:28]([O:30][C:31]([CH3:34])([CH3:33])[CH3:32])=[O:29])[CH2:20][CH2:21]3)[CH2:23]2)=[CH:3]1, predict the reactants needed to synthesize it. The reactants are: Br[C:2]1[CH2:6][O:5][C:4](=[O:7])[CH:3]=1.CCN(C(C)C)C(C)C.[CH2:17]1[C:22]2([CH2:27][CH2:26][CH2:25][NH:24][CH2:23]2)[CH2:21][CH2:20][N:19]([C:28]([O:30][C:31]([CH3:34])([CH3:33])[CH3:32])=[O:29])[CH2:18]1. (3) Given the product [I:1][C:2]1[CH:7]=[CH:6][C:5]([CH2:8][C:9]([Cl:20])=[O:10])=[C:4]([C:12]([F:15])([F:14])[F:13])[CH:3]=1, predict the reactants needed to synthesize it. The reactants are: [I:1][C:2]1[CH:7]=[CH:6][C:5]([CH2:8][C:9](O)=[O:10])=[C:4]([C:12]([F:15])([F:14])[F:13])[CH:3]=1.C(Cl)(C([Cl:20])=O)=O. (4) The reactants are: [C:1]1([CH:7]2[CH2:11][NH:10][N:9]=[C:8]2[C:12]2[CH:22]=[CH:21][C:15]3[O:16][CH2:17][C:18](=[O:20])[NH:19][C:14]=3[CH:13]=2)[CH:6]=[CH:5][CH:4]=[CH:3][CH:2]=1.[C:23](Cl)(=[O:30])[C:24]1[CH:29]=[CH:28][CH:27]=[CH:26][CH:25]=1. Given the product [C:23]([N:10]1[CH2:11][CH:7]([C:1]2[CH:2]=[CH:3][CH:4]=[CH:5][CH:6]=2)[C:8]([C:12]2[CH:22]=[CH:21][C:15]3[O:16][CH2:17][C:18](=[O:20])[NH:19][C:14]=3[CH:13]=2)=[N:9]1)(=[O:30])[C:24]1[CH:29]=[CH:28][CH:27]=[CH:26][CH:25]=1, predict the reactants needed to synthesize it. (5) Given the product [Cl:1][C:2]1[CH:32]=[CH:31][CH:30]=[C:29]([F:33])[C:3]=1[CH2:4][C@H:5]1[CH2:6][CH2:11][N:10]([CH:14]2[CH2:13][CH2:21][CH2:22][CH2:23][CH2:24]2)[C:9]1=[O:28], predict the reactants needed to synthesize it. The reactants are: [Cl:1][C:2]1[CH:32]=[CH:31][CH:30]=[C:29]([F:33])[C:3]=1[CH2:4][C@H:5]([C:9](=[O:28])[N:10]1[C@@H:14](C2C=CC=CC=2)[C@@H:13]([C:21]2C=C[CH:24]=[CH:23][CH:22]=2)O[C:11]1=O)[CH2:6]C=O.C1(N)CCCCC1.CC(O)=O.[BH-](OC(C)=O)(OC(C)=O)OC(C)=O.[Na+]. (6) Given the product [Cl:90][C:87]1[CH:88]=[CH:89][C:84]([C@@:64]23[O:83][C@@:61]([CH2:101][Cl:102])([CH2:62][O:63]2)[C@@H:60]([OH:59])[C@H:66]([OH:67])[C@H:65]3[OH:75])=[CH:85][C:86]=1[CH2:91][C:92]1[CH:93]=[CH:94][C:95]([O:98][CH2:99][CH3:100])=[CH:96][CH:97]=1, predict the reactants needed to synthesize it. The reactants are: C(O[C@H]1[C@H](OCC2C=CC=CC=2)[C@@H](OCC2C=CC=CC=2)[C@]2(C3C=CC(Cl)=C(CC4C=CC(OCC)=CC=4)C=3)O[C@@]1(CF)CO2)C1C=CC=CC=1.C([O:59][C@H:60]1[C@H:66]([O:67]CC2C=CC=CC=2)[C@@H:65]([O:75]CC2C=CC=CC=2)[C@:64]2([C:84]3[CH:89]=[CH:88][C:87]([Cl:90])=[C:86]([CH2:91][C:92]4[CH:97]=[CH:96][C:95]([O:98][CH2:99][CH3:100])=[CH:94][CH:93]=4)[CH:85]=3)[O:83][C@@:61]1([CH2:101][Cl:102])[CH2:62][O:63]2)C1C=CC=CC=1.C(O)=O.C(OCC)(=O)C. (7) Given the product [Cl:1][C:2]1[CH:3]=[C:4]([CH:7]=[C:8]([O:10][C:11]2[C:12](=[O:19])[N:13]([CH2:21][C:22]3[C:30]4[C:25](=[N:26][CH:27]=[CH:28][CH:29]=4)[NH:24][N:23]=3)[CH:14]=[C:15]([Cl:18])[C:16]=2[Cl:17])[CH:9]=1)[C:5]#[N:6], predict the reactants needed to synthesize it. The reactants are: [Cl:1][C:2]1[CH:3]=[C:4]([CH:7]=[C:8]([O:10][C:11]2[C:12](=[O:19])[NH:13][CH:14]=[C:15]([Cl:18])[C:16]=2[Cl:17])[CH:9]=1)[C:5]#[N:6].Br[CH2:21][C:22]1[C:30]2[C:25](=[N:26][CH:27]=[CH:28][CH:29]=2)[N:24](C(OC(C)(C)C)=O)[N:23]=1.C(=O)([O-])[O-].[K+].[K+].